From a dataset of Forward reaction prediction with 1.9M reactions from USPTO patents (1976-2016). Predict the product of the given reaction. (1) Given the reactants [CH3:1][C:2]1([CH3:28])[C:14]2[CH:13]=[C:12]([C:15]3[C:20]4[O:21][C:22]5[CH:27]=[CH:26][CH:25]=[CH:24][C:23]=5[C:19]=4[CH:18]=[CH:17][CH:16]=3)[CH:11]=[CH:10][C:9]=2[C:8]2[C:3]1=[CH:4][CH:5]=[CH:6][CH:7]=2.C([Li])(CC)C.C1CCCCC1.C(O[B:44]1[O:48][C:47]([CH3:50])([CH3:49])[C:46]([CH3:52])([CH3:51])[O:45]1)(C)C, predict the reaction product. The product is: [CH3:1][C:2]1([CH3:28])[C:14]2[CH:13]=[C:12]([C:15]3[C:20]4[O:21][C:22]5[C:27]([B:44]6[O:48][C:47]([CH3:50])([CH3:49])[C:46]([CH3:52])([CH3:51])[O:45]6)=[CH:26][CH:25]=[CH:24][C:23]=5[C:19]=4[CH:18]=[CH:17][CH:16]=3)[CH:11]=[CH:10][C:9]=2[C:8]2[C:3]1=[CH:4][CH:5]=[CH:6][CH:7]=2. (2) Given the reactants [CH2:1]([NH:3][C:4]1[C:9]([CH3:10])=[CH:8][C:7]([CH3:11])=[CH:6][C:5]=1[CH3:12])[CH3:2].[N:13]#[C:14][NH2:15].[C:16](OCC)(=[O:21])[CH2:17][C:18]([CH3:20])=O.C(=O)([O-])[O-].[K+].[K+], predict the reaction product. The product is: [CH2:1]([N:3]([C:4]1[C:9]([CH3:10])=[CH:8][C:7]([CH3:11])=[CH:6][C:5]=1[CH3:12])[C:14]1[N:15]=[C:16]([OH:21])[CH:17]=[C:18]([CH3:20])[N:13]=1)[CH3:2].